From a dataset of Full USPTO retrosynthesis dataset with 1.9M reactions from patents (1976-2016). Predict the reactants needed to synthesize the given product. Given the product [Br:1][C:2]1[CH:3]=[N:4][CH:5]=[C:6]([Cl:10])[C:7]=1[CH:8]([OH:9])[CH3:11], predict the reactants needed to synthesize it. The reactants are: [Br:1][C:2]1[CH:3]=[N:4][CH:5]=[C:6]([Cl:10])[C:7]=1[CH:8]=[O:9].[CH3:11][Mg]Br.[NH4+].[Cl-].